This data is from Retrosynthesis with 50K atom-mapped reactions and 10 reaction types from USPTO. The task is: Predict the reactants needed to synthesize the given product. (1) Given the product CC(=O)[C@@H]1CCCN1C(=O)OCc1ccccc1, predict the reactants needed to synthesize it. The reactants are: CON(C)C(=O)[C@@H]1CCCN1C(=O)OCc1ccccc1. (2) Given the product Cc1ccc(S(=O)(=O)Oc2nc(N)nc3c2CCCc2occc2-3)cc1, predict the reactants needed to synthesize it. The reactants are: Cc1ccc(S(=O)(=O)Cl)cc1.Nc1nc(O)c2c(n1)-c1ccoc1CCC2. (3) Given the product COC(=O)C(Cc1ccc(OCCN(C)C(=O)OC(C)(C)C)cc1)(OC)C(=O)OC, predict the reactants needed to synthesize it. The reactants are: CN(CCO)C(=O)OC(C)(C)C.COC(=O)C(Cc1ccc(O)cc1)(OC)C(=O)OC. (4) Given the product COc1ccc(CC(=O)O[C@@H]2O[C@@H](C(=O)O)[C@H](O)[C@@H](O)[C@@H]2O)cc1Oc1ccc(NC(=O)C(C)(C)C)cc1CSC(C)(C)C, predict the reactants needed to synthesize it. The reactants are: COc1ccc(CC(=O)O[C@@H]2O[C@@H](C(=O)OCc3ccccc3)[C@H](O)[C@@H](O)[C@@H]2O)cc1Oc1ccc(NC(=O)C(C)(C)C)cc1CSC(C)(C)C.